This data is from Full USPTO retrosynthesis dataset with 1.9M reactions from patents (1976-2016). The task is: Predict the reactants needed to synthesize the given product. (1) Given the product [CH2:1]([N:8]1[CH2:9][CH2:10][CH:11]([N:14]2[CH:18]([C:19]3[CH:20]=[C:21]([CH3:25])[CH:22]=[CH:23][CH:24]=3)[C:17]([C:26]3[CH:39]=[CH:38][C:29]4[N:30]([CH2:36][CH3:37])[C:31](=[O:35])[N:32]([CH2:33][CH3:34])[C:28]=4[CH:27]=3)=[CH:16][NH:15]2)[CH2:12][CH2:13]1)[C:2]1[CH:3]=[CH:4][CH:5]=[CH:6][CH:7]=1.[CH2:36]([N:30]1[C:29]2[CH:38]=[CH:39][C:26]([C:17]3[CH:18]([C:19]4[CH:20]=[C:21]([CH3:25])[CH:22]=[CH:23][CH:24]=4)[N:14]([CH:11]4[CH2:10][CH2:9][NH:8][CH2:13][CH2:12]4)[NH:15][CH:16]=3)=[CH:27][C:28]=2[N:32]([CH2:33][CH3:34])[C:31]1=[O:35])[CH3:37], predict the reactants needed to synthesize it. The reactants are: [CH2:1]([N:8]1[CH2:13][CH2:12][CH:11]([N:14]2[CH:18]([C:19]3[CH:20]=[C:21]([CH3:25])[CH:22]=[CH:23][CH:24]=3)[C:17]([C:26]3[CH:39]=[CH:38][C:29]4[N:30]([CH2:36][CH3:37])[C:31](=[O:35])[N:32]([CH2:33][CH3:34])[C:28]=4[CH:27]=3)=[CH:16][NH:15]2)[CH2:10][CH2:9]1)[C:2]1[CH:7]=[CH:6][CH:5]=[CH:4][CH:3]=1. (2) Given the product [F:4][C:5]1[C:27]([CH:28]([OH:29])[CH3:1])=[CH:26][C:8]2[C:9]3[N:13]([CH2:14][CH2:15][O:16][C:7]=2[CH:6]=1)[CH:12]=[C:11]([C:17]1[N:18]([CH:23]([CH3:25])[CH3:24])[N:19]=[C:20]([CH3:22])[N:21]=1)[N:10]=3, predict the reactants needed to synthesize it. The reactants are: [CH3:1][Mg]Br.[F:4][C:5]1[C:27]([CH:28]=[O:29])=[CH:26][C:8]2[C:9]3[N:13]([CH2:14][CH2:15][O:16][C:7]=2[CH:6]=1)[CH:12]=[C:11]([C:17]1[N:18]([CH:23]([CH3:25])[CH3:24])[N:19]=[C:20]([CH3:22])[N:21]=1)[N:10]=3. (3) Given the product [C:1]([O:5][C:6](=[O:10])[CH2:7][CH2:8][Br:12])([CH3:4])([CH3:3])[CH3:2], predict the reactants needed to synthesize it. The reactants are: [C:1]([O:5][C:6](=[O:10])[CH2:7][CH2:8]O)([CH3:4])([CH3:3])[CH3:2].C(Br)(Br)(Br)[Br:12].C1(P(C2C=CC=CC=2)C2C=CC=CC=2)C=CC=CC=1. (4) Given the product [N:28]1([C:2]2[CH:7]=[CH:6][C:5]([C:8]3[C:12]4[CH2:13][C:14]5[S:15][CH:16]=[CH:17][C:18]=5[C:11]=4[N:10]([CH2:19][O:20][CH2:21][CH2:22][Si:23]([CH3:26])([CH3:25])[CH3:24])[N:9]=3)=[CH:4][CH:3]=2)[CH2:33][CH2:32][O:35][CH2:30][CH2:29]1, predict the reactants needed to synthesize it. The reactants are: Br[C:2]1[CH:7]=[CH:6][C:5]([C:8]2[C:12]3[CH2:13][C:14]4[S:15][CH:16]=[CH:17][C:18]=4[C:11]=3[N:10]([CH2:19][O:20][CH2:21][CH2:22][Si:23]([CH3:26])([CH3:25])[CH3:24])[N:9]=2)=[CH:4][CH:3]=1.C[N:28]1[CH2:33][CH2:32]N[CH2:30][CH2:29]1.C([O-])([O-])=[O:35].[Cs+].[Cs+].CC1(C)C2C(=C(P(C3C=CC=CC=3)C3C=CC=CC=3)C=CC=2)OC2C(P(C3C=CC=CC=3)C3C=CC=CC=3)=CC=CC1=2. (5) Given the product [C:1]([O:5][C:6]([N:8]1[CH2:11][CH:10]([NH:12][C:22](=[O:23])[CH2:21][NH:20][C:18](=[O:19])[C:17]2[CH:25]=[CH:26][CH:27]=[C:15]([C:14]([F:13])([F:29])[F:28])[CH:16]=2)[CH2:9]1)=[O:7])([CH3:4])([CH3:2])[CH3:3], predict the reactants needed to synthesize it. The reactants are: [C:1]([O:5][C:6]([N:8]1[CH2:11][CH:10]([NH2:12])[CH2:9]1)=[O:7])([CH3:4])([CH3:3])[CH3:2].[F:13][C:14]([F:29])([F:28])[C:15]1[CH:16]=[C:17]([CH:25]=[CH:26][CH:27]=1)[C:18]([NH:20][CH2:21][C:22](O)=[O:23])=[O:19].CCN=C=NCCCN(C)C.C1C=CC2N(O)N=NC=2C=1. (6) Given the product [F:1][C:2]1[CH:3]=[C:4]([CH:7]=[C:8]([F:10])[CH:9]=1)[CH2:5][N:11]1[CH2:15][CH2:14][CH2:13][CH2:12]1, predict the reactants needed to synthesize it. The reactants are: [F:1][C:2]1[CH:3]=[C:4]([CH:7]=[C:8]([F:10])[CH:9]=1)[CH:5]=O.[NH:11]1[CH2:15][CH2:14][CH2:13][CH2:12]1.C(O[BH-](OC(=O)C)OC(=O)C)(=O)C.[Na+].C([O-])(O)=O.[Na+].